Dataset: Full USPTO retrosynthesis dataset with 1.9M reactions from patents (1976-2016). Task: Predict the reactants needed to synthesize the given product. (1) Given the product [C:1]([O:5][C:6]([N:8]1[CH2:13][CH2:12][N:11]([C:14]2[C:23]3[C:18](=[C:19]([F:33])[C:20]([C:25]4[CH:30]=[CH:29][C:28]([F:31])=[CH:27][C:26]=4[F:32])=[C:21]([CH3:34])[CH:22]=3)[N:17]=[CH:16][N:15]=2)[CH2:10][CH2:9]1)=[O:7])([CH3:4])([CH3:3])[CH3:2], predict the reactants needed to synthesize it. The reactants are: [C:1]([O:5][C:6]([N:8]1[CH2:13][CH2:12][N:11]([C:14]2[C:23]3[C:18](=[C:19]([F:33])[C:20]([C:25]4[CH:30]=[CH:29][C:28]([F:31])=[CH:27][C:26]=4[F:32])=[C:21](Br)[CH:22]=3)[N:17]=[CH:16][N:15]=2)[CH2:10][CH2:9]1)=[O:7])([CH3:4])([CH3:3])[CH3:2].[CH3:34][Zn]C. (2) Given the product [CH2:25]([O:14][C:13](=[O:15])[CH:12]([C:3]1[CH:4]=[C:5]([F:11])[C:6]([N+:8]([O-:10])=[O:9])=[CH:7][C:2]=1[F:1])[CH2:16][CH:17]([CH3:19])[CH3:18])[CH3:26], predict the reactants needed to synthesize it. The reactants are: [F:1][C:2]1[CH:7]=[C:6]([N+:8]([O-:10])=[O:9])[C:5]([F:11])=[CH:4][C:3]=1[CH:12]([CH2:16][CH:17]([CH3:19])[CH3:18])[C:13]([OH:15])=[O:14].OS(O)(=O)=O.[CH3:25][CH2:26]O. (3) Given the product [CH:1]1([N:7]2[C:12]([OH:13])=[C:11]([C:14]([NH:16][CH2:17][C:18]([OH:20])=[O:19])=[O:15])[C:10](=[O:23])[N:9]([CH2:34][C:33]3[C:32]([Cl:31])=[CH:39][CH:38]=[CH:37][C:36]=3[Cl:40])[C:8]2=[O:24])[CH2:2][CH2:3][CH2:4][CH2:5][CH2:6]1, predict the reactants needed to synthesize it. The reactants are: [CH:1]1([N:7]2[C:12]([OH:13])=[C:11]([C:14]([NH:16][CH2:17][C:18]([O:20]CC)=[O:19])=[O:15])[C:10](=[O:23])[NH:9][C:8]2=[O:24])[CH2:6][CH2:5][CH2:4][CH2:3][CH2:2]1.C(=O)([O-])[O-].[K+].[K+].[Cl:31][C:32]1[CH:39]=[CH:38][CH:37]=[C:36]([Cl:40])[C:33]=1[CH2:34]Br.Cl. (4) Given the product [CH3:40][N:41]1[CH2:46][CH2:45][N:44]([CH2:2][CH2:3][N:4]2[CH:12]=[C:11]3[C:6]([CH2:7][CH2:8][C:9]4[C:15]5[C:16]([O:20][CH2:21][CH2:22][C:23]6[CH:28]=[CH:27][C:26]([N+:29]([O-:31])=[O:30])=[CH:25][CH:24]=6)=[N:17][CH:18]=[N:19][C:14]=5[S:13][C:10]=43)=[N:5]2)[CH2:43][CH2:42]1, predict the reactants needed to synthesize it. The reactants are: Br[CH2:2][CH2:3][N:4]1[CH:12]=[C:11]2[C:6]([CH2:7][CH2:8][C:9]3[C:15]4[C:16]([O:20][CH2:21][CH2:22][C:23]5[CH:28]=[CH:27][C:26]([N+:29]([O-:31])=[O:30])=[CH:25][CH:24]=5)=[N:17][CH:18]=[N:19][C:14]=4[S:13][C:10]=32)=[N:5]1.C([O-])([O-])=O.[K+].[K+].[Na+].[I-].[CH3:40][N:41]1[CH2:46][CH2:45][NH:44][CH2:43][CH2:42]1. (5) Given the product [CH2:21]([N:24]1[CH2:2][CH:3]2[CH:5]([C:4]2([CH3:20])[C:11]2[CH:16]=[CH:15][CH:14]=[C:13]([N+:17]([O-:19])=[O:18])[CH:12]=2)[C:6]1=[O:8])[CH:22]=[CH2:23], predict the reactants needed to synthesize it. The reactants are: Cl[CH2:2][CH:3]1[CH:5]([C:6]([O:8]CC)=O)[C:4]1([CH3:20])[C:11]1[CH:16]=[CH:15][CH:14]=[C:13]([N+:17]([O-:19])=[O:18])[CH:12]=1.[CH2:21]([NH2:24])[CH:22]=[CH2:23]. (6) The reactants are: [OH:1][CH:2]1[O:7][C:6]([CH3:9])([CH3:8])[C:5]2[S:10][C:11](=S)[S:12][C:4]=2[C:3]1=[O:14].[OH2:15]. Given the product [OH:1][CH:2]1[O:7][C:6]([CH3:9])([CH3:8])[C:5]2[S:10][C:11](=[O:15])[S:12][C:4]=2[C:3]1=[O:14], predict the reactants needed to synthesize it. (7) Given the product [P:32]([O:37][CH2:38][CH2:39][CH2:40][O:41][C:42]([N:44]1[C:52]2[C:47](=[CH:48][CH:49]=[CH:50][CH:51]=2)/[C:46](=[CH:53]/[C:54]2[NH:55][C:56]([CH3:60])=[CH:57][C:58]=2[CH3:59])/[C:45]1=[O:61])=[O:43])([OH:34])([OH:33])=[O:31], predict the reactants needed to synthesize it. The reactants are: P(OCCOC(N1C2C(=CC=CC=2)/C(=C/C2NC(C)=CC=2C)/C1=O)=O)(O)(O)=O.CO[O:31][P:32]([O:37][CH2:38][CH2:39][CH2:40][O:41][C:42]([N:44]1[C:52]2[C:47](=[CH:48][CH:49]=[CH:50][CH:51]=2)/[C:46](=[CH:53]/[C:54]2[NH:55][C:56]([CH3:60])=[CH:57][C:58]=2[CH3:59])/[C:45]1=[O:61])=[O:43])([O:34]OC)=[O:33]. (8) Given the product [Cl:20][C:21]1[CH:26]=[C:25]([Cl:27])[CH:24]=[CH:23][C:22]=1[C:28]1[N:29]=[C:30]([N:33]2[CH2:34][CH2:35][N:36]([C:7]([C:6]3[CH:10]=[C:11]([S:14]([CH3:17])(=[O:16])=[O:15])[CH:12]=[CH:13][C:5]=3[O:4][CH:1]([CH3:2])[CH3:3])=[O:9])[CH2:37][CH2:38]2)[S:31][CH:32]=1, predict the reactants needed to synthesize it. The reactants are: [CH:1]([O:4][C:5]1[CH:13]=[CH:12][C:11]([S:14]([CH3:17])(=[O:16])=[O:15])=[CH:10][C:6]=1[C:7]([OH:9])=O)([CH3:3])[CH3:2].Cl.Cl.[Cl:20][C:21]1[CH:26]=[C:25]([Cl:27])[CH:24]=[CH:23][C:22]=1[C:28]1[N:29]=[C:30]([N:33]2[CH2:38][CH2:37][NH:36][CH2:35][CH2:34]2)[S:31][CH:32]=1. (9) Given the product [NH2:8][CH:9]([C:10]1[CH:15]=[CH:14][CH:13]=[CH:12][CH:11]=1)[C:16]([OH:18])=[O:17], predict the reactants needed to synthesize it. The reactants are: CC(OC([NH:8][C@@H:9]([C:16]([OH:18])=[O:17])[C:10]1[CH:15]=[CH:14][CH:13]=[CH:12][CH:11]=1)=O)(C)C.C(N1C=CN=C1)(N1C=CN=C1)=O.C(O)CCCCCCC/C=C\CCCCCCCC.